This data is from Full USPTO retrosynthesis dataset with 1.9M reactions from patents (1976-2016). The task is: Predict the reactants needed to synthesize the given product. (1) The reactants are: [I:1][C:2]1[C:10]2[C:9]([NH:11]CC3C=CC(OC)=CC=3)=[N:8][CH:7]=[N:6][C:5]=2[N:4]([S:21]([C:24]2[CH:29]=[CH:28][CH:27]=[CH:26][CH:25]=2)(=[O:23])=[O:22])[CH:3]=1. Given the product [I:1][C:2]1[C:10]2[C:9]([NH2:11])=[N:8][CH:7]=[N:6][C:5]=2[N:4]([S:21]([C:24]2[CH:29]=[CH:28][CH:27]=[CH:26][CH:25]=2)(=[O:23])=[O:22])[CH:3]=1, predict the reactants needed to synthesize it. (2) Given the product [CH2:32]([N:5]1[CH2:6][C@@H:1]2[CH2:7][C@H:4]1[CH2:3][N:2]2[C:8]1[N:13]2[CH:14]=[CH:15][N:16]=[C:12]2[CH:11]=[C:10]([C:17]2[CH:22]=[CH:21][N:20]=[C:19]([NH:23][C@H:24]([C:26]3[CH:27]=[CH:28][CH:29]=[CH:30][CH:31]=3)[CH3:25])[CH:18]=2)[N:9]=1)[CH2:33][CH3:34], predict the reactants needed to synthesize it. The reactants are: [CH:1]12[CH2:7][CH:4]([NH:5][CH2:6]1)[CH2:3][N:2]2[C:8]1[N:13]2[CH:14]=[CH:15][N:16]=[C:12]2[CH:11]=[C:10]([C:17]2[CH:22]=[CH:21][N:20]=[C:19]([NH:23][CH:24]([C:26]3[CH:31]=[CH:30][CH:29]=[CH:28][CH:27]=3)[CH3:25])[CH:18]=2)[N:9]=1.[CH:32](=O)[CH2:33][CH3:34].CO. (3) Given the product [C:1]([C:3]1[CH:4]=[C:5]2[N:11]=[C:10]([C:12]([C:14]3[C:22]([O:23][CH3:24])=[CH:21][C:20]([CH3:25])=[C:19]4[C:15]=3[CH:16]=[CH:17][N:18]4[C:26]([O:28][C:29]([CH3:32])([CH3:31])[CH3:30])=[O:27])([NH:48][S:45]([CH2:44][CH2:43][Si:42]([CH3:50])([CH3:49])[CH3:41])(=[O:47])=[O:46])[CH3:51])[N:9]([CH2:33][O:34][CH2:35][CH2:36][Si:37]([CH3:39])([CH3:40])[CH3:38])[C:6]2=[N:7][CH:8]=1)#[N:2], predict the reactants needed to synthesize it. The reactants are: [C:1]([C:3]1[CH:4]=[C:5]2[N:11]=[C:10]([C:12]([C:14]3[C:22]([O:23][CH3:24])=[CH:21][C:20]([CH3:25])=[C:19]4[C:15]=3[CH:16]=[CH:17][N:18]4[C:26]([O:28][C:29]([CH3:32])([CH3:31])[CH3:30])=[O:27])=O)[N:9]([CH2:33][O:34][CH2:35][CH2:36][Si:37]([CH3:40])([CH3:39])[CH3:38])[C:6]2=[N:7][CH:8]=1)#[N:2].[CH3:41][Si:42]([CH3:50])([CH3:49])[CH2:43][CH2:44][S:45]([NH2:48])(=[O:47])=[O:46].[CH3:51][Mg]I.C1COCC1. (4) Given the product [CH3:29][C:26]1([CH3:30])[O:25][C@@H:24](/[CH:23]=[CH:22]/[CH2:21][N:8]2[C:9]3[CH:10]=[CH:11][CH:12]=[C:13]4[C:2]([CH3:17])([CH3:1])[CH2:3][CH2:4][N:5]([C:14]=34)[C:6](=[O:16])[C:7]2=[O:15])[CH2:28][O:27]1, predict the reactants needed to synthesize it. The reactants are: [CH3:1][C:2]1([CH3:17])[C:13]2[C:14]3[N:5]([C:6](=[O:16])[C:7](=[O:15])[NH:8][C:9]=3[CH:10]=[CH:11][CH:12]=2)[CH2:4][CH2:3]1.[H-].[Na+].Br[CH2:21]/[CH:22]=[CH:23]/[C@H:24]1[CH2:28][O:27][C:26]([CH3:30])([CH3:29])[O:25]1.O. (5) Given the product [F:1][C:2]1[CH:3]=[CH:4][C:5]([C:8]2[O:12][C:11]([CH:13]3[CH2:14][CH2:15][N:16]([CH2:19][C:20]([OH:22])=[O:21])[CH2:17][CH2:18]3)=[N:10][N:9]=2)=[CH:6][CH:7]=1.[Na+:25].[Cl-:26], predict the reactants needed to synthesize it. The reactants are: [F:1][C:2]1[CH:7]=[CH:6][C:5]([C:8]2[O:12][C:11]([CH:13]3[CH2:18][CH2:17][N:16]([CH2:19][C:20]([O:22]C)=[O:21])[CH2:15][CH2:14]3)=[N:10][N:9]=2)=[CH:4][CH:3]=1.[OH-].[Na+:25].[ClH:26].